From a dataset of Forward reaction prediction with 1.9M reactions from USPTO patents (1976-2016). Predict the product of the given reaction. (1) Given the reactants [CH3:1][O:2][C:3](=[O:28])[CH2:4][C:5]1[CH:14]=[C:13]([O:15][C:16]2[CH:21]=[CH:20][C:19]([S:22]([CH2:25][CH3:26])(=[O:24])=[O:23])=[CH:18][N:17]=2)[C:12]2[C:7](=[CH:8][CH:9]=[C:10](Br)[CH:11]=2)[CH:6]=1.[CH3:29]B(O)O.P([O-])([O-])([O-])=O.[K+].[K+].[K+].C1(C)C=CC=CC=1, predict the reaction product. The product is: [CH3:1][O:2][C:3](=[O:28])[CH2:4][C:5]1[CH:14]=[C:13]([O:15][C:16]2[CH:21]=[CH:20][C:19]([S:22]([CH2:25][CH3:26])(=[O:24])=[O:23])=[CH:18][N:17]=2)[C:12]2[C:7](=[CH:8][CH:9]=[C:10]([CH3:29])[CH:11]=2)[CH:6]=1. (2) Given the reactants [F:1][C:2]1[CH:7]=[C:6]([N+:8]([O-:10])=[O:9])[CH:5]=[CH:4][C:3]=1[OH:11].[F:12][C:13]1[CH:14]=[C:15]([CH:18]=[CH:19][CH:20]=1)[CH2:16]Br.C(=O)([O-])[O-].[K+].[K+].O, predict the reaction product. The product is: [F:1][C:2]1[CH:7]=[C:6]([N+:8]([O-:10])=[O:9])[CH:5]=[CH:4][C:3]=1[O:11][CH2:16][C:15]1[CH:18]=[CH:19][CH:20]=[C:13]([F:12])[CH:14]=1.